Task: Binary Classification. Given a T-cell receptor sequence (or CDR3 region) and an epitope sequence, predict whether binding occurs between them.. Dataset: TCR-epitope binding with 47,182 pairs between 192 epitopes and 23,139 TCRs (1) The epitope is ARMILMTHF. The TCR CDR3 sequence is CASSYQTGTGTYGYTF. Result: 0 (the TCR does not bind to the epitope). (2) The epitope is FLYNLLTRV. The TCR CDR3 sequence is CASTLYTGDNEQFF. Result: 1 (the TCR binds to the epitope). (3) The epitope is AMFWSVPTV. The TCR CDR3 sequence is CASSIAGGYEQYF. Result: 1 (the TCR binds to the epitope). (4) The epitope is FLYALALLL. The TCR CDR3 sequence is CASSPLGGYYGYTF. Result: 1 (the TCR binds to the epitope). (5) The epitope is ISPRTLNAW. The TCR CDR3 sequence is CASSQEGHSNQPQHF. Result: 1 (the TCR binds to the epitope). (6) The epitope is FLPRVFSAV. The TCR CDR3 sequence is CSVVVDSGTEFYEQYF. Result: 1 (the TCR binds to the epitope). (7) The epitope is VLWAHGFEL. The TCR CDR3 sequence is CASSQEAGTGQETQYF. Result: 1 (the TCR binds to the epitope). (8) The epitope is ELAGIGILTV. The TCR CDR3 sequence is CSARLSYEQYF. Result: 0 (the TCR does not bind to the epitope).